Dataset: Reaction yield outcomes from USPTO patents with 853,638 reactions. Task: Predict the reaction yield, written as a fraction of the theoretical maximum amount of product (1.0 means a 100% yield; for example, 0.34 means a 34% yield). (1) The reactants are [Br:1][C:2]1[CH:7]=[N:6][C:5]([O:8][CH3:9])=[C:4]2[NH:10][CH:11]=[CH:12][C:3]=12.[H-].[Na+].[CH3:15][C:16]1[CH:21]=[CH:20][C:19]([S:22](Cl)(=[O:24])=[O:23])=[CH:18][CH:17]=1. The catalyst is CN(C)C=O. The product is [Br:1][C:2]1[CH:7]=[N:6][C:5]([O:8][CH3:9])=[C:4]2[N:10]([S:22]([C:19]3[CH:20]=[CH:21][C:16]([CH3:15])=[CH:17][CH:18]=3)(=[O:24])=[O:23])[CH:11]=[CH:12][C:3]=12. The yield is 1.00. (2) The reactants are [CH2:1]([O:8][C:9]1[CH:18]=[C:17]2[C:12]([C:13](Cl)=[N:14][CH:15]=[N:16]2)=[CH:11][C:10]=1[F:20])[C:2]1[CH:7]=[CH:6][CH:5]=[CH:4][CH:3]=1.[NH2:21][C:22]1[CH:26]=[C:25]([CH2:27][C:28]([NH:30][C:31]2[CH:36]=[CH:35][CH:34]=[C:33]([F:37])[CH:32]=2)=[O:29])[NH:24][N:23]=1. The catalyst is CC(O)C.C(OCC)C. The product is [CH2:1]([O:8][C:9]1[CH:18]=[C:17]2[C:12]([C:13]([NH:21][C:22]3[CH:26]=[C:25]([CH2:27][C:28]([NH:30][C:31]4[CH:36]=[CH:35][CH:34]=[C:33]([F:37])[CH:32]=4)=[O:29])[NH:24][N:23]=3)=[N:14][CH:15]=[N:16]2)=[CH:11][C:10]=1[F:20])[C:2]1[CH:7]=[CH:6][CH:5]=[CH:4][CH:3]=1. The yield is 0.920. (3) The reactants are [CH3:1][O:2][C:3]1[CH:4]=[C:5]([NH2:15])[CH:6]=[CH:7][C:8]=1[N:9]1[CH:13]=[C:12]([CH3:14])[N:11]=[CH:10]1.Cl[C:17]1[N:22]=[C:21]([O:23][CH3:24])[N:20]=[C:19]([CH3:25])[N:18]=1. No catalyst specified. The product is [CH3:1][O:2][C:3]1[CH:4]=[C:5]([NH:15][C:17]2[N:22]=[C:21]([O:23][CH3:24])[N:20]=[C:19]([CH3:25])[N:18]=2)[CH:6]=[CH:7][C:8]=1[N:9]1[CH:13]=[C:12]([CH3:14])[N:11]=[CH:10]1. The yield is 0.320. (4) The reactants are [Br:1][C:2]1[CH:3]=[C:4]([CH:7]=[C:8]([OH:11])[C:9]=1[OH:10])[CH:5]=[O:6].C([O-])([O-])=O.[K+].[K+].Br[CH2:19][CH2:20]Br.O. The catalyst is CN(C=O)C. The product is [Br:1][C:2]1[C:9]2[O:10][CH2:19][CH2:20][O:11][C:8]=2[CH:7]=[C:4]([CH:5]=[O:6])[CH:3]=1. The yield is 0.990. (5) The reactants are [N:1]1[CH:6]=[CH:5][CH:4]=[CH:3][C:2]=1[C:7]1[CH:14]=[CH:13][C:10]([CH:11]=[O:12])=[CH:9][CH:8]=1.[BH4-].[Na+]. No catalyst specified. The product is [N:1]1[CH:6]=[CH:5][CH:4]=[CH:3][C:2]=1[C:7]1[CH:8]=[CH:9][C:10]([CH2:11][OH:12])=[CH:13][CH:14]=1. The yield is 0.750. (6) The reactants are [C:1]([C:5]1[CH:9]=[C:8]([NH:10][C:11](=[O:19])OC2C=CC=CC=2)[N:7]([CH2:20][CH:21]([CH3:23])[CH3:22])[N:6]=1)([CH3:4])([CH3:3])[CH3:2].C(N(CC)C(C)C)(C)C.[CH3:33][O:34][C:35]1[CH:36]=[C:37]2[C:42](=[CH:43][C:44]=1[O:45][CH3:46])[N:41]=[CH:40][N:39]=[C:38]2[O:47][C:48]1[CH:49]=[C:50]([CH:52]=[CH:53][CH:54]=1)[NH2:51]. The catalyst is C1COCC1. The product is [C:1]([C:5]1[CH:9]=[C:8]([NH:10][C:11]([NH:51][C:50]2[CH:52]=[CH:53][CH:54]=[C:48]([O:47][C:38]3[C:37]4[C:42](=[CH:43][C:44]([O:45][CH3:46])=[C:35]([O:34][CH3:33])[CH:36]=4)[N:41]=[CH:40][N:39]=3)[CH:49]=2)=[O:19])[N:7]([CH2:20][CH:21]([CH3:22])[CH3:23])[N:6]=1)([CH3:2])([CH3:3])[CH3:4]. The yield is 0.380.